This data is from NCI-60 drug combinations with 297,098 pairs across 59 cell lines. The task is: Regression. Given two drug SMILES strings and cell line genomic features, predict the synergy score measuring deviation from expected non-interaction effect. (1) Drug 1: CCC1=CC2CC(C3=C(CN(C2)C1)C4=CC=CC=C4N3)(C5=C(C=C6C(=C5)C78CCN9C7C(C=CC9)(C(C(C8N6C)(C(=O)OC)O)OC(=O)C)CC)OC)C(=O)OC.C(C(C(=O)O)O)(C(=O)O)O. Drug 2: C1C(C(OC1N2C=NC(=NC2=O)N)CO)O. Cell line: BT-549. Synergy scores: CSS=60.3, Synergy_ZIP=2.71, Synergy_Bliss=3.50, Synergy_Loewe=6.15, Synergy_HSA=7.25. (2) Drug 1: C1=C(C(=O)NC(=O)N1)N(CCCl)CCCl. Drug 2: CC(C)NC(=O)C1=CC=C(C=C1)CNNC.Cl. Cell line: SK-MEL-2. Synergy scores: CSS=5.16, Synergy_ZIP=-1.88, Synergy_Bliss=2.20, Synergy_Loewe=-2.55, Synergy_HSA=-2.15. (3) Drug 1: CNC(=O)C1=CC=CC=C1SC2=CC3=C(C=C2)C(=NN3)C=CC4=CC=CC=N4. Drug 2: CC1CCCC2(C(O2)CC(NC(=O)CC(C(C(=O)C(C1O)C)(C)C)O)C(=CC3=CSC(=N3)C)C)C. Cell line: HOP-92. Synergy scores: CSS=-7.82, Synergy_ZIP=0.716, Synergy_Bliss=-7.12, Synergy_Loewe=-8.11, Synergy_HSA=-8.91. (4) Drug 1: C1=CC(=CC=C1CC(C(=O)O)N)N(CCCl)CCCl.Cl. Drug 2: CC1=C(N=C(N=C1N)C(CC(=O)N)NCC(C(=O)N)N)C(=O)NC(C(C2=CN=CN2)OC3C(C(C(C(O3)CO)O)O)OC4C(C(C(C(O4)CO)O)OC(=O)N)O)C(=O)NC(C)C(C(C)C(=O)NC(C(C)O)C(=O)NCCC5=NC(=CS5)C6=NC(=CS6)C(=O)NCCC[S+](C)C)O. Cell line: HL-60(TB). Synergy scores: CSS=42.9, Synergy_ZIP=1.82, Synergy_Bliss=2.70, Synergy_Loewe=-0.583, Synergy_HSA=0.575. (5) Drug 1: CC1C(C(CC(O1)OC2CC(CC3=C2C(=C4C(=C3O)C(=O)C5=C(C4=O)C(=CC=C5)OC)O)(C(=O)C)O)N)O.Cl. Drug 2: C1=CC(=CC=C1CCCC(=O)O)N(CCCl)CCCl. Cell line: SN12C. Synergy scores: CSS=35.3, Synergy_ZIP=-11.5, Synergy_Bliss=-0.605, Synergy_Loewe=-3.43, Synergy_HSA=1.70. (6) Drug 1: C1=CN(C(=O)N=C1N)C2C(C(C(O2)CO)O)O.Cl. Drug 2: CNC(=O)C1=NC=CC(=C1)OC2=CC=C(C=C2)NC(=O)NC3=CC(=C(C=C3)Cl)C(F)(F)F. Cell line: MOLT-4. Synergy scores: CSS=52.5, Synergy_ZIP=-1.39, Synergy_Bliss=-3.42, Synergy_Loewe=-7.13, Synergy_HSA=-3.74. (7) Drug 1: CCC1(CC2CC(C3=C(CCN(C2)C1)C4=CC=CC=C4N3)(C5=C(C=C6C(=C5)C78CCN9C7C(C=CC9)(C(C(C8N6C=O)(C(=O)OC)O)OC(=O)C)CC)OC)C(=O)OC)O.OS(=O)(=O)O. Drug 2: CC1CCCC2(C(O2)CC(NC(=O)CC(C(C(=O)C(C1O)C)(C)C)O)C(=CC3=CSC(=N3)C)C)C. Cell line: IGROV1. Synergy scores: CSS=29.9, Synergy_ZIP=0.603, Synergy_Bliss=0.673, Synergy_Loewe=-8.25, Synergy_HSA=-1.40. (8) Drug 1: CC1=CC=C(C=C1)C2=CC(=NN2C3=CC=C(C=C3)S(=O)(=O)N)C(F)(F)F. Drug 2: C1CN(P(=O)(OC1)NCCCl)CCCl. Cell line: NCI-H226. Synergy scores: CSS=-1.86, Synergy_ZIP=0.209, Synergy_Bliss=-1.80, Synergy_Loewe=-0.993, Synergy_HSA=-2.54. (9) Drug 1: C1CCC(C1)C(CC#N)N2C=C(C=N2)C3=C4C=CNC4=NC=N3. Drug 2: CC1C(C(CC(O1)OC2CC(CC3=C2C(=C4C(=C3O)C(=O)C5=C(C4=O)C(=CC=C5)OC)O)(C(=O)CO)O)N)O.Cl. Cell line: BT-549. Synergy scores: CSS=51.3, Synergy_ZIP=1.70, Synergy_Bliss=5.69, Synergy_Loewe=-30.6, Synergy_HSA=3.77. (10) Drug 1: CN(C)N=NC1=C(NC=N1)C(=O)N. Drug 2: CCC1(CC2CC(C3=C(CCN(C2)C1)C4=CC=CC=C4N3)(C5=C(C=C6C(=C5)C78CCN9C7C(C=CC9)(C(C(C8N6C)(C(=O)OC)O)OC(=O)C)CC)OC)C(=O)OC)O.OS(=O)(=O)O. Cell line: CCRF-CEM. Synergy scores: CSS=49.2, Synergy_ZIP=4.33, Synergy_Bliss=3.56, Synergy_Loewe=5.45, Synergy_HSA=6.03.